Dataset: Catalyst prediction with 721,799 reactions and 888 catalyst types from USPTO. Task: Predict which catalyst facilitates the given reaction. Reactant: I[C:2]1[CH:7]=[CH:6][N:5]=[C:4]2[NH:8][C:9]([C:11]([F:14])([F:13])[F:12])=[CH:10][C:3]=12.[H-].[Na+].C([Li])CCC.C([O:25][B:26](OC(C)C)[O:27]C(C)C)(C)C. Product: [F:12][C:11]([F:14])([F:13])[C:9]1[NH:8][C:4]2=[N:5][CH:6]=[CH:7][C:2]([B:26]([OH:27])[OH:25])=[C:3]2[CH:10]=1. The catalyst class is: 30.